Dataset: Full USPTO retrosynthesis dataset with 1.9M reactions from patents (1976-2016). Task: Predict the reactants needed to synthesize the given product. (1) Given the product [C:35]([O:27][C@@H:5]([CH2:6][CH2:7][CH2:8][O:9][Si:10]([C:23]([CH3:24])([CH3:26])[CH3:25])([C:17]1[CH:18]=[CH:19][CH:20]=[CH:21][CH:22]=1)[C:11]1[CH:12]=[CH:13][CH:14]=[CH:15][CH:16]=1)[CH2:4][C:2]([Br:1])=[CH2:3])(=[O:37])[CH3:36], predict the reactants needed to synthesize it. The reactants are: [Br:1][C:2]([CH2:4][C@@H:5]([OH:27])[CH2:6][CH2:7][CH2:8][O:9][Si:10]([C:23]([CH3:26])([CH3:25])[CH3:24])([C:17]1[CH:22]=[CH:21][CH:20]=[CH:19][CH:18]=1)[C:11]1[CH:16]=[CH:15][CH:14]=[CH:13][CH:12]=1)=[CH2:3].C(N(CC)CC)C.[C:35](OC(=O)C)(=[O:37])[CH3:36]. (2) Given the product [F:1][C:2]1[CH:7]=[CH:6][C:5]([C:8]2[CH:9]=[CH:10][C:11]([C@@H:14]([N:16]3[CH2:21][CH2:20][C@:19]([CH2:28][CH2:29][C:30]#[N:32])([C:22]4[CH:23]=[CH:24][CH:25]=[CH:26][CH:27]=4)[O:18][C:17]3=[O:33])[CH3:15])=[CH:12][CH:13]=2)=[CH:4][CH:3]=1, predict the reactants needed to synthesize it. The reactants are: [F:1][C:2]1[CH:7]=[CH:6][C:5]([C:8]2[CH:13]=[CH:12][C:11]([C@@H:14]([N:16]3[CH2:21][CH2:20][C@:19]([CH2:28][CH2:29][C:30]([NH2:32])=O)([C:22]4[CH:27]=[CH:26][CH:25]=[CH:24][CH:23]=4)[O:18][C:17]3=[O:33])[CH3:15])=[CH:10][CH:9]=2)=[CH:4][CH:3]=1.CCN(C(C)C)C(C)C.C(OC(C(F)(F)F)=O)(C(F)(F)F)=O. (3) The reactants are: [CH3:1][N:2]1[C:7](=[O:8])[C:6]([NH:9][C:10]2[CH:15]=[CH:14][C:13]([N:16]3[CH2:21][CH2:20][N:19]([CH:22]4[CH2:25][O:24][CH2:23]4)[CH2:18][C@H:17]3[CH3:26])=[CH:12][N:11]=2)=[CH:5][C:4]([C:27]2[C:32]([CH:33]=[O:34])=[C:31]([N:35]3[CH:47]=[CH:46][N:38]4[C:39]5[CH2:40][CH2:41][CH2:42][CH2:43][C:44]=5[CH:45]=[C:37]4[C:36]3=[O:48])[N:30]=[CH:29][CH:28]=2)=[CH:3]1.[BH4-].[Na+]. Given the product [OH:34][CH2:33][C:32]1[C:31]([N:35]2[CH:47]=[CH:46][N:38]3[C:39]4[CH2:40][CH2:41][CH2:42][CH2:43][C:44]=4[CH:45]=[C:37]3[C:36]2=[O:48])=[N:30][CH:29]=[CH:28][C:27]=1[C:4]1[CH:5]=[C:6]([NH:9][C:10]2[CH:15]=[CH:14][C:13]([N:16]3[CH2:21][CH2:20][N:19]([CH:22]4[CH2:25][O:24][CH2:23]4)[CH2:18][C@H:17]3[CH3:26])=[CH:12][N:11]=2)[C:7](=[O:8])[N:2]([CH3:1])[CH:3]=1, predict the reactants needed to synthesize it. (4) Given the product [NH2:1][C:2]1[N:7]=[C:6]([C:8]([NH:10][CH2:11][C:12]2[N:13]([CH3:24])[CH:14]=[CH:15][N:16]=2)=[O:9])[CH:5]=[C:4]([C:17]2[O:18][CH:19]=[CH:20][CH:21]=2)[N:3]=1, predict the reactants needed to synthesize it. The reactants are: [NH2:1][C:2]1[N:7]=[C:6]([C:8]([NH:10][CH2:11][C:12]2[NH:13][CH:14]=[CH:15][N:16]=2)=[O:9])[CH:5]=[C:4]([C:17]2[O:18][CH:19]=[CH:20][CH:21]=2)[N:3]=1.[H-].[Na+].[CH3:24]I.O. (5) Given the product [NH:41]1[C:36]2[CH:37]=[CH:38][CH:39]=[CH:40][C:35]=2[N:42]=[C:16]1[CH:9]1[N:8]([C:6](=[O:7])[C:29]2[CH:28]=[CH:27][C:26]([O:19][C:20]3[CH:21]=[CH:22][CH:23]=[CH:24][CH:25]=3)=[CH:34][CH:33]=2)[CH2:12][C:11](=[CH:13][C:14]#[N:15])[CH2:10]1, predict the reactants needed to synthesize it. The reactants are: C(O[C:6]([N:8]1[CH2:12][C:11](=[CH:13][C:14]#[N:15])[CH2:10][C@H:9]1[C:16](O)=O)=[O:7])(C)(C)C.[O:19]([C:26]1[CH:34]=[CH:33][C:29](C(Cl)=O)=[CH:28][CH:27]=1)[C:20]1[CH:25]=[CH:24][CH:23]=[CH:22][CH:21]=1.[C:35]1([NH2:42])[C:36]([NH2:41])=[CH:37][CH:38]=[CH:39][CH:40]=1. (6) Given the product [NH2:2][CH2:1][C:3]1[CH:4]=[CH:5][C:6]([C:17]([F:18])([F:19])[F:20])=[C:7]([NH:9][C:10](=[O:16])[O:11][C:12]([CH3:15])([CH3:13])[CH3:14])[CH:8]=1, predict the reactants needed to synthesize it. The reactants are: [C:1]([C:3]1[CH:4]=[CH:5][C:6]([C:17]([F:20])([F:19])[F:18])=[C:7]([NH:9][C:10](=[O:16])[O:11][C:12]([CH3:15])([CH3:14])[CH3:13])[CH:8]=1)#[N:2]. (7) Given the product [C:1]([C:3]1[CH:4]=[CH:5][C:6]([CH:9]2[CH2:15][CH2:14][CH2:13][N:12]([C:16]([O:18][C:19]([CH3:22])([CH3:21])[CH3:20])=[O:17])[CH2:11][CH2:10]2)=[CH:7][CH:8]=1)#[N:2], predict the reactants needed to synthesize it. The reactants are: [C:1]([C:3]1[CH:8]=[CH:7][C:6]([C:9]2[CH2:10][CH2:11][N:12]([C:16]([O:18][C:19]([CH3:22])([CH3:21])[CH3:20])=[O:17])[CH2:13][CH2:14][CH:15]=2)=[CH:5][CH:4]=1)#[N:2].C(C1C=CC(C2CCCN(C(OC(C)(C)C)=O)CC=2)=CC=1)#N. (8) Given the product [O:17]1[C:22]2[CH:23]=[CH:24][C:25]([CH2:27][N:28]([CH:36]3[CH2:41][CH2:40][N:39]([CH2:14][CH2:13][N:8]4[C:9]5[C:4](=[C:3]([O:2][CH3:1])[CH:12]=[CH:11][CH:10]=5)[CH:5]=[CH:6][C:7]4=[O:16])[CH2:38][CH2:37]3)[C:29](=[O:35])[O:30][C:31]([CH3:34])([CH3:32])[CH3:33])=[CH:26][C:21]=2[O:20][CH2:19][CH2:18]1, predict the reactants needed to synthesize it. The reactants are: [CH3:1][O:2][C:3]1[CH:12]=[CH:11][CH:10]=[C:9]2[C:4]=1[CH:5]=[CH:6][C:7](=[O:16])[N:8]2[CH2:13][CH:14]=O.[O:17]1[C:22]2[CH:23]=[CH:24][C:25]([CH2:27][N:28]([CH:36]3[CH2:41][CH2:40][NH:39][CH2:38][CH2:37]3)[C:29](=[O:35])[O:30][C:31]([CH3:34])([CH3:33])[CH3:32])=[CH:26][C:21]=2[O:20][CH2:19][CH2:18]1.C(O[BH-](OC(=O)C)OC(=O)C)(=O)C.[Na+].C(=O)([O-])O.[Na+]. (9) Given the product [F:23][C:6]1[CH:7]=[C:8]([N:10]2[C:18]3[CH2:17][C:16]([CH3:20])([CH3:19])[CH2:15][C:14](=[O:21])[C:13]=3[C:12]([CH3:22])=[N:11]2)[CH:9]=[C:2]([NH:30][C@H:27]2[CH2:28][CH2:29][O:25][CH2:26]2)[C:3]=1[C:4]([NH2:5])=[O:40], predict the reactants needed to synthesize it. The reactants are: F[C:2]1[CH:9]=[C:8]([N:10]2[C:18]3[CH2:17][C:16]([CH3:20])([CH3:19])[CH2:15][C:14](=[O:21])[C:13]=3[C:12]([CH3:22])=[N:11]2)[CH:7]=[C:6]([F:23])[C:3]=1[C:4]#[N:5].Cl.[O:25]1[CH2:29][CH2:28][C@H:27]([NH2:30])[CH2:26]1.C(N(C(C)C)CC)(C)C.[OH-:40].[Na+].OO.